From a dataset of NCI-60 drug combinations with 297,098 pairs across 59 cell lines. Regression. Given two drug SMILES strings and cell line genomic features, predict the synergy score measuring deviation from expected non-interaction effect. (1) Drug 1: CC1=C(C=C(C=C1)C(=O)NC2=CC(=CC(=C2)C(F)(F)F)N3C=C(N=C3)C)NC4=NC=CC(=N4)C5=CN=CC=C5. Drug 2: C1=CC=C(C(=C1)C(C2=CC=C(C=C2)Cl)C(Cl)Cl)Cl. Cell line: RPMI-8226. Synergy scores: CSS=3.65, Synergy_ZIP=-3.78, Synergy_Bliss=-10.2, Synergy_Loewe=1.42, Synergy_HSA=-10.6. (2) Drug 1: CCC1=C2CN3C(=CC4=C(C3=O)COC(=O)C4(CC)O)C2=NC5=C1C=C(C=C5)O. Drug 2: C1CN(CCN1C(=O)CCBr)C(=O)CCBr. Cell line: MCF7. Synergy scores: CSS=23.2, Synergy_ZIP=-8.00, Synergy_Bliss=-1.98, Synergy_Loewe=0.665, Synergy_HSA=0.937.